Dataset: NCI-60 drug combinations with 297,098 pairs across 59 cell lines. Task: Regression. Given two drug SMILES strings and cell line genomic features, predict the synergy score measuring deviation from expected non-interaction effect. (1) Drug 1: CN1C(=O)N2C=NC(=C2N=N1)C(=O)N. Drug 2: C1C(C(OC1N2C=NC3=C2NC=NCC3O)CO)O. Cell line: UACC-257. Synergy scores: CSS=1.39, Synergy_ZIP=-1.21, Synergy_Bliss=-2.84, Synergy_Loewe=-0.809, Synergy_HSA=-2.67. (2) Drug 1: C1=CN(C(=O)N=C1N)C2C(C(C(O2)CO)O)O.Cl. Drug 2: CCC1(C2=C(COC1=O)C(=O)N3CC4=CC5=C(C=CC(=C5CN(C)C)O)N=C4C3=C2)O.Cl. Cell line: T-47D. Synergy scores: CSS=39.3, Synergy_ZIP=-7.24, Synergy_Bliss=-3.33, Synergy_Loewe=0.107, Synergy_HSA=2.54. (3) Drug 1: CCN(CC)CCNC(=O)C1=C(NC(=C1C)C=C2C3=C(C=CC(=C3)F)NC2=O)C. Drug 2: CC(C)(C#N)C1=CC(=CC(=C1)CN2C=NC=N2)C(C)(C)C#N. Cell line: OVCAR-4. Synergy scores: CSS=-1.71, Synergy_ZIP=0.671, Synergy_Bliss=0.0258, Synergy_Loewe=-2.31, Synergy_HSA=-1.85.